Dataset: Full USPTO retrosynthesis dataset with 1.9M reactions from patents (1976-2016). Task: Predict the reactants needed to synthesize the given product. (1) Given the product [F:19][C:17]([F:18])([F:20])[C:14]1[N:13]=[CH:12][C:11]([CH:10]2[C:6]3[N:1]=[C:2]([OH:3])[N:4]=[C:21]([OH:22])[C:7]=3[CH2:8][CH2:9]2)=[CH:16][CH:15]=1, predict the reactants needed to synthesize it. The reactants are: [NH2:1][C:2]([NH2:4])=[O:3].O=[C:6]1[CH:10]([C:11]2[CH:12]=[N:13][C:14]([C:17]([F:20])([F:19])[F:18])=[CH:15][CH:16]=2)[CH2:9][CH2:8][CH:7]1[C:21](OCC)=[O:22].O. (2) Given the product [NH2:17][C:13]1[N:12]=[C:11]([N:8]2[C:9]3[C:5](=[CH:4][CH:3]=[C:2]([C:31]#[C:30][C@:28]([C:25]4[N:24]=[C:23]([CH3:22])[O:27][N:26]=4)([OH:32])[CH3:29])[CH:10]=3)[C:6]([C:18]([F:21])([CH3:20])[CH3:19])=[N:7]2)[CH:16]=[CH:15][N:14]=1, predict the reactants needed to synthesize it. The reactants are: Br[C:2]1[CH:10]=[C:9]2[C:5]([C:6]([C:18]([F:21])([CH3:20])[CH3:19])=[N:7][N:8]2[C:11]2[CH:16]=[CH:15][N:14]=[C:13]([NH2:17])[N:12]=2)=[CH:4][CH:3]=1.[CH3:22][C:23]1[O:27][N:26]=[C:25]([C@:28]([OH:32])([C:30]#[CH:31])[CH3:29])[N:24]=1. (3) Given the product [C:2]([C:4]1([NH:7][C:8]([C@@H:10]2[CH2:14][C@@H:13]([S:15]([C:18]3[CH:23]=[CH:22][CH:21]=[CH:20][C:19]=3[C:24]([F:27])([F:25])[F:26])(=[O:17])=[O:16])[CH2:12][N:11]2[CH2:28][C:29]2[CH:34]=[CH:33][CH:32]=[CH:31][CH:30]=2)=[O:9])[CH2:5][CH2:6]1)#[N:3], predict the reactants needed to synthesize it. The reactants are: Cl.[C:2]([C:4]1([NH:7][C:8]([C@@H:10]2[CH2:14][C@@H:13]([S:15]([C:18]3[CH:23]=[CH:22][CH:21]=[CH:20][C:19]=3[C:24]([F:27])([F:26])[F:25])(=[O:17])=[O:16])[CH2:12][NH:11]2)=[O:9])[CH2:6][CH2:5]1)#[N:3].[CH:28](=O)[C:29]1[CH:34]=[CH:33][CH:32]=[CH:31][CH:30]=1. (4) The reactants are: [CH2:1]([O:3][C:4]([C:6]12[CH2:13][CH2:12][C:9]([NH:14][CH2:15][C:16]([N:18]3[CH2:22][C@@H:21]([F:23])[CH2:20][C@H:19]3[C:24]([NH2:26])=O)=[O:17])([CH2:10][CH2:11]1)[CH2:8][CH2:7]2)=[O:5])[CH3:2].FC(F)(F)S(OS(C(F)(F)F)(=O)=O)(=O)=O.FC(F)(F)C(O)=O. Given the product [CH2:1]([O:3][C:4]([C:6]12[CH2:13][CH2:12][C:9]([NH:14][CH2:15][C:16]([N:18]3[CH2:22][C@@H:21]([F:23])[CH2:20][C@H:19]3[C:24]#[N:26])=[O:17])([CH2:10][CH2:11]1)[CH2:8][CH2:7]2)=[O:5])[CH3:2], predict the reactants needed to synthesize it. (5) Given the product [NH2:14][C:15]1[CH:31]=[CH:30][C:18]2[S:19][C:20]([C:23]3[CH:28]=[CH:27][N:26]=[C:25]([NH2:29])[N:24]=3)=[C:21]([CH3:22])[C:17]=2[CH:16]=1, predict the reactants needed to synthesize it. The reactants are: C1(C(=[N:14][C:15]2[CH:31]=[CH:30][C:18]3[S:19][C:20]([C:23]4[CH:28]=[CH:27][N:26]=[C:25]([NH2:29])[N:24]=4)=[C:21]([CH3:22])[C:17]=3[CH:16]=2)C2C=CC=CC=2)C=CC=CC=1.Cl.